Dataset: Catalyst prediction with 721,799 reactions and 888 catalyst types from USPTO. Task: Predict which catalyst facilitates the given reaction. (1) Reactant: [CH:1]1[C:10]2[C:5](=[CH:6][CH:7]=[CH:8][CH:9]=2)[CH:4]=[CH:3][N:2]=1.B(O[O-])=[O:12].[Na+].[B-]1(O)(O)OO[B-](O)(O)OO1. Product: [CH:1]1[C:10]2[C:5](=[CH:6][CH:7]=[CH:8][CH:9]=2)[CH:4]=[CH:3][N+:2]=1[O-:12]. The catalyst class is: 15. (2) Reactant: [NH2:1][C:2]1[CH:22]=[CH:21][C:5]([O:6][C:7]2[C:12]([C:13]3[CH:18]=[CH:17][N:16]=[C:15]([NH:19][CH3:20])[N:14]=3)=[CH:11][CH:10]=[CH:9][N:8]=2)=[C:4]([CH3:23])[CH:3]=1.[Cl:24][CH2:25][CH2:26][N:27]=[C:28]=[O:29]. Product: [Cl:24][CH2:25][CH2:26][NH:27][C:28]([NH:1][C:2]1[CH:22]=[CH:21][C:5]([O:6][C:7]2[C:12]([C:13]3[CH:18]=[CH:17][N:16]=[C:15]([NH:19][CH3:20])[N:14]=3)=[CH:11][CH:10]=[CH:9][N:8]=2)=[C:4]([CH3:23])[CH:3]=1)=[O:29]. The catalyst class is: 1. (3) Reactant: [NH2:1][C:2]1[CH:3]=[C:4]([CH:10]=[CH:11][C:12]=1[NH:13][CH2:14][CH3:15])[C:5]([O:7][CH2:8][CH3:9])=[O:6].[N:16]([O-])=O.[Na+].O.N.C(OCC)(=O)C. Product: [CH2:14]([N:13]1[C:12]2[CH:11]=[CH:10][C:4]([C:5]([O:7][CH2:8][CH3:9])=[O:6])=[CH:3][C:2]=2[N:1]=[N:16]1)[CH3:15]. The catalyst class is: 15. (4) Reactant: Cl.Cl.[NH2:3][CH2:4][C@@H:5]([OH:22])[CH2:6][N:7]1[CH2:12][CH2:11][CH:10]([O:13][C:14]2[CH:19]=[CH:18][C:17]([Cl:20])=[C:16]([Cl:21])[CH:15]=2)[CH2:9][CH2:8]1.CN(C)C(=N)N(C)C. Product: [NH2:3][CH2:4][C@@H:5]([OH:22])[CH2:6][N:7]1[CH2:12][CH2:11][CH:10]([O:13][C:14]2[CH:19]=[CH:18][C:17]([Cl:20])=[C:16]([Cl:21])[CH:15]=2)[CH2:9][CH2:8]1. The catalyst class is: 1. (5) Reactant: C[C:2]([CH3:21])([CH3:20])[C:3]([C:5]1[C:13]2[C:8](=[CH:9][C:10]([O:14][CH3:15])=[CH:11][CH:12]=2)[N:7]([CH2:16][C:17]([OH:19])=O)[N:6]=1)=[O:4].[CH:22]1C=CC2N(O)N=NC=2C=1.[CH2:32]([NH:35][CH2:36][CH:37]1[CH2:39][CH2:38]1)[CH2:33][CH3:34].CCN(C(C)C)C(C)C.[CH2:49](Cl)[CH2:50]Cl. Product: [CH:37]1([CH2:36][N:35]([CH2:32][CH2:33][CH3:34])[C:17](=[O:19])[CH2:16][N:7]2[C:8]3[C:13](=[CH:12][CH:11]=[C:10]([O:14][CH3:15])[CH:9]=3)[C:5]([C:3](=[O:4])[C:2]([CH2:49][CH3:50])([CH2:20][CH3:22])[CH3:21])=[N:6]2)[CH2:39][CH2:38]1. The catalyst class is: 3. (6) Reactant: [OH:1][C@H:2]([CH3:32])[C@H:3]([NH:9][C:10](=[O:31])[CH2:11][N:12]1[CH2:15][C:14]2([CH2:19][CH2:18][CH2:17][N:16]2C(OCC2C=CC=CC=2)=O)[C:13]1=[O:30])[C:4]1[O:5][CH:6]=[N:7][N:8]=1. Product: [OH:1][C@H:2]([CH3:32])[C@H:3]([NH:9][C:10](=[O:31])[CH2:11][N:12]1[CH2:15][C:14]2([CH2:19][CH2:18][CH2:17][NH:16]2)[C:13]1=[O:30])[C:4]1[O:5][CH:6]=[N:7][N:8]=1. The catalyst class is: 19.